The task is: Predict the reaction yield, written as a fraction of the theoretical maximum amount of product (1.0 means a 100% yield; for example, 0.34 means a 34% yield).. This data is from Reaction yield outcomes from USPTO patents with 853,638 reactions. (1) The reactants are Br[C:2]1[C:3]([CH3:19])=[N:4][C:5]([C:8]2[N:12]=[CH:11][N:10](C3CCCCO3)[N:9]=2)=[CH:6][CH:7]=1.[CH:20]([N:23]1[C:28]2=[N:29][C:30]([Sn](C)(C)C)=[CH:31][N:32]=[C:27]2[NH:26][CH2:25][C:24]1=[O:37])([CH3:22])[CH3:21].[C:38]1(C)C=[CH:42][CH:41]=[CH:40][C:39]=1P([C:40]1[CH:41]=[CH:42]C=[CH:38][C:39]=1C)[C:40]1[CH:41]=[CH:42]C=[CH:38][C:39]=1C.C(N(CC)CC)C.CN(C)C=[O:70]. The catalyst is C1C=CC(/C=C/C(/C=C/C2C=CC=CC=2)=O)=CC=1.C1C=CC(/C=C/C(/C=C/C2C=CC=CC=2)=O)=CC=1.C1C=CC(/C=C/C(/C=C/C2C=CC=CC=2)=O)=CC=1.[Pd].[Pd]. The product is [CH:20]([N:23]1[C:28]2=[N:29][C:30]([C:2]3[C:3]([CH3:19])=[N:4][C:5]([C:8]4[N:12]([CH:42]5[CH2:41][CH2:40][CH2:39][CH2:38][O:70]5)[CH:11]=[N:10][N:9]=4)=[CH:6][CH:7]=3)=[CH:31][N:32]=[C:27]2[NH:26][CH2:25][C:24]1=[O:37])([CH3:22])[CH3:21]. The yield is 0.667. (2) The reactants are C[O:2][C:3](=[O:26])/[CH:4]=[CH:5]/[C:6]1[CH:11]=[CH:10][C:9]([C:12]#[C:13][C:14]2[CH:19]=[CH:18][CH:17]=[C:16]([CH2:20][N:21]([CH:23]3[CH2:25][CH2:24]3)[CH3:22])[CH:15]=2)=[CH:8][CH:7]=1.[OH-].[K+].Cl. The catalyst is CO.O1CCCC1. The product is [CH:23]1([N:21]([CH2:20][C:16]2[CH:15]=[C:14]([C:13]#[C:12][C:9]3[CH:10]=[CH:11][C:6](/[CH:5]=[CH:4]/[C:3]([OH:26])=[O:2])=[CH:7][CH:8]=3)[CH:19]=[CH:18][CH:17]=2)[CH3:22])[CH2:24][CH2:25]1. The yield is 0.360. (3) The reactants are [CH:1](NC(C)C)([CH3:3])[CH3:2].[Li]CCCC.[CH3:13][O:14][C:15](=[O:33])[CH2:16][CH2:17][C:18]1([C:23]2[CH:28]=[CH:27][CH:26]=[C:25]([C:29]([F:32])([F:31])[F:30])[CH:24]=2)[O:22][CH2:21][CH2:20][O:19]1.C(Br)C=C.CN(P(N(C)C)(N(C)C)=O)C. The catalyst is C1COCC1.CCOC(C)=O. The product is [CH3:13][O:14][C:15](=[O:33])[CH:16]([CH2:17][C:18]1([C:23]2[CH:28]=[CH:27][CH:26]=[C:25]([C:29]([F:31])([F:32])[F:30])[CH:24]=2)[O:22][CH2:21][CH2:20][O:19]1)[CH2:3][CH:1]=[CH2:2]. The yield is 0.590. (4) The reactants are [F:1][C:2]1[CH:3]=[C:4](B(O)O)[CH:5]=[CH:6][CH:7]=1.Br[CH2:12][C:13]1[CH:14]=[CH:15][C:16]([C:19]([O:21][CH3:22])=[O:20])=[N:17][CH:18]=1.C(N(CC)C(C)C)(C)C. The catalyst is C(COC)OC.O.[Pd].C1(P(C2C=CC=CC=2)C2C=CC=CC=2)C=CC=CC=1.C1(P(C2C=CC=CC=2)C2C=CC=CC=2)C=CC=CC=1.C1(P(C2C=CC=CC=2)C2C=CC=CC=2)C=CC=CC=1.C1(P(C2C=CC=CC=2)C2C=CC=CC=2)C=CC=CC=1. The product is [F:1][C:2]1[CH:3]=[C:4]([CH:5]=[CH:6][CH:7]=1)[CH2:12][C:13]1[CH:14]=[CH:15][C:16]([C:19]([O:21][CH3:22])=[O:20])=[N:17][CH:18]=1. The yield is 0.400. (5) The reactants are [Cl-].[Al+3].[Cl-].[Cl-].[CH2:5]([C:7]1[CH:12]=[CH:11][CH:10]=[CH:9][CH:8]=1)[CH3:6].[C:13](OC(=O)C)(=[O:15])[CH3:14].Cl. The catalyst is C(Cl)Cl. The product is [CH2:5]([C:7]1[CH:12]=[CH:11][C:10]([C:13](=[O:15])[CH3:14])=[CH:9][CH:8]=1)[CH3:6]. The yield is 0.860.